Task: Predict the reaction yield, written as a fraction of the theoretical maximum amount of product (1.0 means a 100% yield; for example, 0.34 means a 34% yield).. Dataset: Reaction yield outcomes from USPTO patents with 853,638 reactions (1) The reactants are N12[CH2:11][CH2:10][CH2:9]N=C1CCCCC2.C([CH:16]1OS(=O)(=O)[N:18]([C:23]([O-:25])=[O:24])[C@@:17]1([C:27]1[CH:32]=[C:31]([Br:33])[CH:30]=[CH:29][C:28]=1[F:34])[CH3:26])(C)(C)C.[NH:35]1[CH:39]=[CH:38][N:37]=[C:36]1[C:40]#[N:41].[C:42](#N)C. The catalyst is Cl. The product is [Br:33][C:31]1[CH:30]=[CH:29][C:28]([F:34])=[C:27]([C@:17]([NH:18][C:23](=[O:24])[O:25][C:10]([CH3:11])([CH3:42])[CH3:9])([CH3:26])[CH2:16][N:35]2[CH:39]=[CH:38][N:37]=[C:36]2[C:40]#[N:41])[CH:32]=1. The yield is 0.970. (2) The reactants are [Cl:1][C:2]1[CH:3]=[C:4]([O:19][CH2:20][CH3:21])[C:5]([B:10]2[O:14][C:13]([CH3:16])(C)C(C)(C)[O:11]2)=[C:6]([CH:9]=1)C=O.[OH-].[Na+].[N+:24](C)([O-:26])=[O:25].Cl. The catalyst is CCCCCCCCCCCCCCCC[N+](C)(C)C.[Br-].O.C1COCC1. The product is [Cl:1][C:2]1[CH:3]=[C:4]([O:19][CH2:20][CH3:21])[C:5]2[B:10]([OH:11])[O:14][CH:13]([CH2:16][N+:24]([O-:26])=[O:25])[C:6]=2[CH:9]=1. The yield is 0.560. (3) The reactants are Cl[C:2]1[C:3]2[N:10]=[CH:9][N:8]([CH2:11][CH3:12])[C:4]=2[N:5]=[N:6][CH:7]=1.[F:13][C:14]1[CH:19]=[CH:18][C:17](B(O)O)=[CH:16][CH:15]=1.C([O-])([O-])=O.[Na+].[Na+]. The catalyst is O1CCOCC1.C1C=CC([P]([Pd]([P](C2C=CC=CC=2)(C2C=CC=CC=2)C2C=CC=CC=2)([P](C2C=CC=CC=2)(C2C=CC=CC=2)C2C=CC=CC=2)[P](C2C=CC=CC=2)(C2C=CC=CC=2)C2C=CC=CC=2)(C2C=CC=CC=2)C2C=CC=CC=2)=CC=1. The product is [CH2:11]([N:8]1[C:4]2[N:5]=[N:6][CH:7]=[C:2]([C:17]3[CH:18]=[CH:19][C:14]([F:13])=[CH:15][CH:16]=3)[C:3]=2[N:10]=[CH:9]1)[CH3:12]. The yield is 0.550. (4) The reactants are [Cl:1][CH:2]=[C:3]1[CH:9]=[CH:8][C:7]2[CH:10]=[C:11]([CH:14]=[CH:15][CH2:16][CH2:17][C:18]3([CH3:23])OCC[O:19]3)[CH:12]=[CH:13][C:6]=2[O:5][CH2:4]1.CC(C)=O.C1(C)C=CC(S(O)(=O)=O)=CC=1. The catalyst is ClCCl.CC#N.CC#N.Cl[Pd]Cl. The product is [Cl:1][CH:2]=[C:3]1[CH:9]=[CH:8][C:7]2[CH:10]=[C:11]([CH:14]=[CH:15][CH2:16][CH2:17][C:18](=[O:19])[CH3:23])[CH:12]=[CH:13][C:6]=2[O:5][CH2:4]1. The yield is 0.800.